From a dataset of Catalyst prediction with 721,799 reactions and 888 catalyst types from USPTO. Predict which catalyst facilitates the given reaction. Reactant: [F:1][C:2]1([F:49])[CH2:7][C@H:6]([O:8][C:9]2[C:14]([CH3:15])=[CH:13][C:12]([S:16]([N:19](CC3C=CC(OC)=CC=3OC)[C:20]3[CH:25]=[CH:24][N:23]=[CH:22][N:21]=3)(=[O:18])=[O:17])=[C:11]([F:37])[CH:10]=2)[C@@H:5]([C:38]2[CH:39]=[N:40][N:41](C3CCCCO3)[CH:42]=2)[CH2:4][CH2:3]1.C([SiH](CC)CC)C.FC(F)(F)C(O)=O.ClCCl. Product: [F:49][C:2]1([F:1])[CH2:7][C@H:6]([O:8][C:9]2[C:14]([CH3:15])=[CH:13][C:12]([S:16]([NH:19][C:20]3[CH:25]=[CH:24][N:23]=[CH:22][N:21]=3)(=[O:17])=[O:18])=[C:11]([F:37])[CH:10]=2)[C@@H:5]([C:38]2[CH:42]=[N:41][NH:40][CH:39]=2)[CH2:4][CH2:3]1. The catalyst class is: 5.